From a dataset of Full USPTO retrosynthesis dataset with 1.9M reactions from patents (1976-2016). Predict the reactants needed to synthesize the given product. (1) The reactants are: [Cl:1][C:2]1[C:10]([CH3:11])=[C:9](CC=S(=O)=O)[CH:8]=[CH:7][C:3]=1[C:4]([OH:6])=[O:5].[Br:17]N1C(=O)CCC1=O.C(OOC(=O)[C:36]1[CH:41]=CC=CC=1)(=O)C1C=CC=CC=1.[S:43](=[O:46])(O)[O-:44].[Na+]. Given the product [Br:17][CH2:11][C:10]1[C:2]([Cl:1])=[C:3]([CH:7]=[CH:8][C:9]=1[S:43]([CH2:41][CH3:36])(=[O:46])=[O:44])[C:4]([OH:6])=[O:5], predict the reactants needed to synthesize it. (2) Given the product [Cl:11][C:12]1[C:13]([F:20])=[C:14]([CH:17]=[CH:18][CH:19]=1)/[CH:15]=[C:3]1\[C:2](=[O:10])[NH:1][C:5]2[C:4]\1=[CH:9][CH:8]=[CH:7][N:6]=2, predict the reactants needed to synthesize it. The reactants are: [NH:1]1[C:5]2=[N:6][CH:7]=[CH:8][CH:9]=[C:4]2[CH2:3][C:2]1=[O:10].[Cl:11][C:12]1[C:13]([F:20])=[C:14]([CH:17]=[CH:18][CH:19]=1)[CH:15]=O.N1CCCCC1. (3) The reactants are: [C:1]([C:4]12[CH2:11][CH2:10][C:7]([NH:12][CH2:13][C:14]([N:16]3[CH2:20][C@@H:19]([F:21])[CH2:18][C@H:17]3[C:22]#[N:23])=[O:15])([CH2:8][CH2:9]1)[CH2:6][CH2:5]2)([OH:3])=O.[Cl:24][C:25]1[CH:31]=[C:30]([CH3:32])[CH:29]=[CH:28][C:26]=1[NH2:27]. Given the product [Cl:24][C:25]1[CH:31]=[C:30]([CH3:32])[CH:29]=[CH:28][C:26]=1[NH:27][C:1]([C:4]12[CH2:5][CH2:6][C:7]([NH:12][CH2:13][C:14]([N:16]3[CH2:20][C@@H:19]([F:21])[CH2:18][C@H:17]3[C:22]#[N:23])=[O:15])([CH2:8][CH2:9]1)[CH2:10][CH2:11]2)=[O:3], predict the reactants needed to synthesize it.